Dataset: Reaction yield outcomes from USPTO patents with 853,638 reactions. Task: Predict the reaction yield, written as a fraction of the theoretical maximum amount of product (1.0 means a 100% yield; for example, 0.34 means a 34% yield). (1) The reactants are [CH3:1][O:2][C:3]1[CH:10]=[CH:9][C:6]([CH:7]=O)=[CH:5][CH:4]=1.[CH3:11][C:12]([CH3:14])=[O:13].[OH-].[Na+].O. The catalyst is C(O)C. The product is [CH3:1][O:2][C:3]1[CH:10]=[CH:9][C:6]([CH:7]=[CH:11][C:12](=[O:13])[CH3:14])=[CH:5][CH:4]=1. The yield is 0.620. (2) The catalyst is ClCCl.CN(C)C1C=CN=CC=1. The reactants are [Br:1][C:2]1[CH:7]=[CH:6][C:5]([C:8]2[CH2:12][CH:11]([CH2:13][OH:14])[O:10][N:9]=2)=[CH:4][CH:3]=1.C(N(CC)CC)C.[Si:22](Cl)([C:25]([CH3:28])([CH3:27])[CH3:26])([CH3:24])[CH3:23]. The yield is 0.840. The product is [Br:1][C:2]1[CH:3]=[CH:4][C:5]([C:8]2[CH2:12][CH:11]([CH2:13][O:14][Si:22]([C:25]([CH3:28])([CH3:27])[CH3:26])([CH3:24])[CH3:23])[O:10][N:9]=2)=[CH:6][CH:7]=1. (3) The reactants are C(OC([N:11]1[C:16](=[O:17])[CH2:15][CH2:14][C:13]([NH2:19])([CH3:18])[C:12]1=[O:20])=O)C1C=CC=CC=1.[ClH:21].[H][H].O. The catalyst is C(O)C.[Pd]. The product is [ClH:21].[NH2:19][C:13]1([CH3:18])[CH2:14][CH2:15][C:16](=[O:17])[NH:11][C:12]1=[O:20]. The yield is 0.930.